From a dataset of Experimentally validated miRNA-target interactions with 360,000+ pairs, plus equal number of negative samples. Binary Classification. Given a miRNA mature sequence and a target amino acid sequence, predict their likelihood of interaction. The miRNA is hsa-miR-1909-3p with sequence CGCAGGGGCCGGGUGCUCACCG. The protein sequence of the target gene is MGLCTLQPLGPPRKSSTSCGTWTASGLPSLGHLPRRLRLAFDFLEPRARGQRGGSGGCQSTRAAERTRPPHPPNAVLLLQPEPSLTWAQGRGCRGHFRSLPAAASRSGSRTLRCASSDRSLREQKQRRAGPDPTPSPAPPPAGPRPSPGSLGPSAPAAPRTARGAYELQGGASQDGPGQAAVGATPTTGPGTGGEGALLGCGSGRTPPTSATWRRRLLPAEVPPGAAAANFPERERL. Result: 1 (interaction).